This data is from Forward reaction prediction with 1.9M reactions from USPTO patents (1976-2016). The task is: Predict the product of the given reaction. (1) The product is: [C:2]([C:7]1[O:11][C:10]([CH2:12][N:13]2[CH:17]=[CH:16][C:15]([NH:18][C:28](=[O:29])/[CH:27]=[CH:26]/[C:21]3[CH:22]=[CH:23][CH:24]=[CH:25][C:20]=3[Cl:19])=[N:14]2)=[CH:9][CH:8]=1)(=[O:6])[CH3:1]. Given the reactants [CH3:1][C:2]1([C:7]2[O:11][C:10]([CH2:12][N:13]3[CH:17]=[CH:16][C:15]([NH2:18])=[N:14]3)=[CH:9][CH:8]=2)[O:6]CCO1.[Cl:19][C:20]1[CH:25]=[CH:24][CH:23]=[CH:22][C:21]=1/[CH:26]=[CH:27]/[C:28](O)=[O:29], predict the reaction product. (2) Given the reactants [CH3:1][N:2]([CH3:11])[C:3]([C@H:5]1[CH2:10][CH2:9][CH2:8][NH:7][CH2:6]1)=[O:4].C(N(C(C)C)CC)(C)C.[CH2:21](Br)[C:22]1[CH:27]=[CH:26][CH:25]=[CH:24][CH:23]=1, predict the reaction product. The product is: [CH3:1][N:2]([CH3:11])[C:3]([C@H:5]1[CH2:10][CH2:9][CH2:8][N:7]([CH2:21][C:22]2[CH:27]=[CH:26][CH:25]=[CH:24][CH:23]=2)[CH2:6]1)=[O:4]. (3) Given the reactants Cl[C:2]1[CH:3]=[CH:4][C:5]2[N:11]3[CH2:12][C@H:8]([CH2:9][CH2:10]3)[NH:7][C:6]=2[N:13]=1.[CH3:14][C@H:15]1[O:20][C@H:19]([CH3:21])[CH2:18][NH:17][CH2:16]1.CC([O-])(C)C.[K+], predict the reaction product. The product is: [CH3:21][C@H:19]1[O:20][C@H:15]([CH3:14])[CH2:16][N:17]([C:2]2[CH:3]=[CH:4][C:5]3[N:11]4[CH2:12][C@H:8]([CH2:9][CH2:10]4)[NH:7][C:6]=3[N:13]=2)[CH2:18]1. (4) The product is: [O:20]=[CH:19][C:18](=[CH2:17])[CH3:21].[C:19]([OH:2])(=[O:20])[C:18]([CH3:21])=[CH2:17]. Given the reactants C[O:2]C1C=CC(O)=CC=1.C(C1[C:19]([OH:20])=[C:18]([C:21](C)(C)C)[CH:17]=C(C)C=1)(C)(C)C, predict the reaction product. (5) Given the reactants O=P12OP3(OP(OP(O3)(O1)=O)(=O)O2)=O.[O:15]=[C:16]1[CH:25]=[CH:24][C:23]2[C:18](=[CH:19][CH:20]=[CH:21][CH:22]=2)[N:17]1[CH2:26][CH2:27][C:28]([OH:30])=O.N, predict the reaction product. The product is: [C:28]1(=[O:30])[C:19]2[C:18]3=[C:23]([CH:24]=[CH:25][C:16](=[O:15])[N:17]3[CH2:26][CH2:27]1)[CH:22]=[CH:21][CH:20]=2. (6) The product is: [CH3:39][O:40][C:41](=[O:54])[CH2:42][CH2:43][CH2:44][O:45][C:22]1[CH:23]=[CH:24][C:25]([C:28]2[CH:32]=[C:31]([CH2:33][N:14]3[CH:13]=[C:12]4[N:17]=[C:9]([C:3]5[CH:4]=[CH:5][CH:6]=[C:7]([F:8])[C:2]=5[F:1])[N:10]=[C:11]4[CH:16]=[N:15]3)[O:30][N:29]=2)=[CH:26][CH:27]=1. Given the reactants [F:1][C:2]1[C:7]([F:8])=[CH:6][CH:5]=[CH:4][C:3]=1[C:9]1[N:17]=[C:12]2[CH:13]=[N:14][NH:15][CH:16]=[C:11]2[N:10]=1.C([C:22]1[CH:27]=[CH:26][C:25]([C:28]2[CH:32]=[C:31]([CH2:33]Cl)[O:30][N:29]=2)=[C:24](C(F)(F)F)[CH:23]=1)CCC.[CH3:39][O:40][C:41](=[O:54])[CH2:42][CH2:43][CH2:44][O:45]C1C=CC(C=O)=CC=1, predict the reaction product. (7) Given the reactants Cl[C:2]([O:4][C:5]1[CH:10]=[CH:9][C:8]([O:11][C:12]2[CH:17]=[CH:16][C:15]([C:18]([F:21])([F:20])[F:19])=[CH:14][N:13]=2)=[CH:7][CH:6]=1)=[O:3].[S:22]1[CH:26]=[CH:25][C:24]([CH2:27][CH:28]2[CH2:33][CH2:32][NH:31][CH2:30][CH2:29]2)=[CH:23]1, predict the reaction product. The product is: [F:19][C:18]([F:21])([F:20])[C:15]1[CH:16]=[CH:17][C:12]([O:11][C:8]2[CH:9]=[CH:10][C:5]([O:4][C:2]([N:31]3[CH2:32][CH2:33][CH:28]([CH2:27][C:24]4[CH:25]=[CH:26][S:22][CH:23]=4)[CH2:29][CH2:30]3)=[O:3])=[CH:6][CH:7]=2)=[N:13][CH:14]=1.